From a dataset of Forward reaction prediction with 1.9M reactions from USPTO patents (1976-2016). Predict the product of the given reaction. (1) Given the reactants CC1OC(CC2CCC(C3SC(C4C=CC(N)=CC=4)=CN=3)CC2)=NN=1.[F:26][C:27]([F:48])([F:47])[S:28]([NH:31][CH2:32][C:33]1[S:34][C:35]([C:38]2[CH:43]=[CH:42][C:41]([N+:44]([O-])=O)=[CH:40][CH:39]=2)=[CH:36][N:37]=1)(=[O:30])=[O:29], predict the reaction product. The product is: [NH2:44][C:41]1[CH:40]=[CH:39][C:38]([C:35]2[S:34][C:33]([CH2:32][NH:31][S:28]([C:27]([F:26])([F:47])[F:48])(=[O:30])=[O:29])=[N:37][CH:36]=2)=[CH:43][CH:42]=1. (2) Given the reactants [NH2:1][C@H:2]1[CH2:8][O:7][C:6]2[CH:9]=[CH:10][C:11](Br)=[CH:12][C:5]=2[N:4]([CH3:14])[C:3]1=[O:15].[NH:16]1[CH:20]=[CH:19][CH:18]=[N:17]1.C(=O)([O-])[O-].[K+].[K+].CNCCNC, predict the reaction product. The product is: [NH2:1][C@H:2]1[CH2:8][O:7][C:6]2[CH:9]=[CH:10][C:11]([N:16]3[CH:20]=[CH:19][CH:18]=[N:17]3)=[CH:12][C:5]=2[N:4]([CH3:14])[C:3]1=[O:15]. (3) Given the reactants CCN(C(C)C)C(C)C.[CH:10]1([C:13](Cl)=[O:14])[CH2:12][CH2:11]1.[NH2:16][CH2:17][C:18]1[CH:23]=[CH:22][C:21]([C:24]([N:26]2[CH2:35][CH2:34][C:33]3[N:32]=[C:31]([CH3:36])[N:30]([CH2:37][C:38]4[CH:43]=[CH:42][CH:41]=[CH:40][CH:39]=4)[C:29]=3[C:28]3[CH:44]=[CH:45][CH:46]=[CH:47][C:27]2=3)=[O:25])=[CH:20][C:19]=1[CH3:48], predict the reaction product. The product is: [CH2:37]([N:30]1[C:29]2[C:28]3[CH:44]=[CH:45][CH:46]=[CH:47][C:27]=3[N:26]([C:24]([C:21]3[CH:22]=[CH:23][C:18]([CH2:17][NH:16][C:13]([CH:10]4[CH2:12][CH2:11]4)=[O:14])=[C:19]([CH3:48])[CH:20]=3)=[O:25])[CH2:35][CH2:34][C:33]=2[N:32]=[C:31]1[CH3:36])[C:38]1[CH:43]=[CH:42][CH:41]=[CH:40][CH:39]=1. (4) Given the reactants [CH2:1]([O:8][CH2:9][CH2:10][N:11]1[C:15]2=[N:16][C:17]([C:20]#N)=[CH:18][CH:19]=[C:14]2[C:13]([CH:22]2[CH2:27][CH2:26][CH2:25][CH2:24][CH2:23]2)=[CH:12]1)[C:2]1[CH:7]=[CH:6][CH:5]=[CH:4][CH:3]=1.[C:28](Cl)(=[O:30])[CH3:29].C([OH:34])C, predict the reaction product. The product is: [CH2:1]([O:8][CH2:9][CH2:10][N:11]1[C:15]2=[N:16][C:17]([C:20]([O:30][CH2:28][CH3:29])=[O:34])=[CH:18][CH:19]=[C:14]2[C:13]([CH:22]2[CH2:27][CH2:26][CH2:25][CH2:24][CH2:23]2)=[CH:12]1)[C:2]1[CH:7]=[CH:6][CH:5]=[CH:4][CH:3]=1. (5) Given the reactants [F:1][C:2]1[CH:3]=[N:4][C:5]([O:11][CH3:12])=[C:6]([CH:10]=1)[C:7](O)=[O:8].S(Cl)([Cl:15])=O, predict the reaction product. The product is: [F:1][C:2]1[CH:3]=[N:4][C:5]([O:11][CH3:12])=[C:6]([CH:10]=1)[C:7]([Cl:15])=[O:8]. (6) Given the reactants [Cl:1][C:2]1[C:3]([NH:12][S:13]([C:16]2[CH:25]=[CH:24][C:19]([C:20]([O:22][CH3:23])=[O:21])=[CH:18][CH:17]=2)(=[O:15])=[O:14])=[N:4][CH:5]=[C:6]([C:8]([F:11])([F:10])[F:9])[CH:7]=1.Br[CH2:27][CH2:28][O:29][C:30]1[CH:35]=[CH:34][C:33]([F:36])=[CH:32][CH:31]=1, predict the reaction product. The product is: [Cl:1][C:2]1[C:3]([N:12]([CH2:27][CH2:28][O:29][C:30]2[CH:35]=[CH:34][C:33]([F:36])=[CH:32][CH:31]=2)[S:13]([C:16]2[CH:25]=[CH:24][C:19]([C:20]([O:22][CH3:23])=[O:21])=[CH:18][CH:17]=2)(=[O:15])=[O:14])=[N:4][CH:5]=[C:6]([C:8]([F:11])([F:9])[F:10])[CH:7]=1. (7) Given the reactants [C:1]([CH2:3][C:4]1[NH:5][C:6]([C:10]2[C:11]([CH3:20])=[CH:12][C:13]([CH3:19])=[C:14]([CH:18]=2)[C:15]([OH:17])=O)=[C:7]([CH3:9])[N:8]=1)#[N:2].CN(C(ON1N=NC2C=CC=CC1=2)=[N+](C)C)C.F[P-](F)(F)(F)(F)F.Cl.[F:46][C:47]1([C:51]2[CH:58]=[CH:57][C:54]([C:55]#[N:56])=[CH:53][CH:52]=2)[CH2:50][NH:49][CH2:48]1.C(N(CC)CC)C, predict the reaction product. The product is: [C:1]([CH2:3][C:4]1[NH:5][C:6]([C:10]2[C:11]([CH3:20])=[CH:12][C:13]([CH3:19])=[C:14]([CH:18]=2)[C:15]([N:49]2[CH2:48][C:47]([C:51]3[CH:52]=[CH:53][C:54]([C:55]#[N:56])=[CH:57][CH:58]=3)([F:46])[CH2:50]2)=[O:17])=[C:7]([CH3:9])[N:8]=1)#[N:2].